This data is from Full USPTO retrosynthesis dataset with 1.9M reactions from patents (1976-2016). The task is: Predict the reactants needed to synthesize the given product. Given the product [CH2:9]([O:6][CH2:5][CH:4]([CH3:3])[CH2:7][OH:8])[C:10]1[CH:15]=[CH:14][CH:13]=[CH:12][CH:11]=1, predict the reactants needed to synthesize it. The reactants are: [H-].[Na+].[CH3:3][CH:4]([CH2:7][OH:8])[CH2:5][OH:6].[CH2:9](Br)[C:10]1[CH:15]=[CH:14][CH:13]=[CH:12][CH:11]=1.[NH4+].[Cl-].